Dataset: Full USPTO retrosynthesis dataset with 1.9M reactions from patents (1976-2016). Task: Predict the reactants needed to synthesize the given product. (1) Given the product [CH3:13][C:14]1[C:19]([CH3:20])=[CH:18][C:17]2[NH:21][C:11]([C:8]3[NH:9][N:10]=[C:6]([C:2]4[S:1][CH:5]=[CH:4][CH:3]=4)[CH:7]=3)=[N:22][C:16]=2[CH:15]=1, predict the reactants needed to synthesize it. The reactants are: [S:1]1[CH:5]=[CH:4][CH:3]=[C:2]1[C:6]1[CH:7]=[C:8]([CH:11]=O)[NH:9][N:10]=1.[CH3:13][C:14]1[C:19]([CH3:20])=[CH:18][C:17]([NH2:21])=[C:16]([NH2:22])[CH:15]=1.S(S([O-])=O)([O-])(=O)=O.[Na+].[Na+]. (2) Given the product [CH3:1][O:2][C:3]1[N:4]=[CH:5][N:6]([CH3:11])[C:7]=1[CH2:8][NH2:10], predict the reactants needed to synthesize it. The reactants are: [CH3:1][O:2][C:3]1[N:4]=[CH:5][N:6]([CH3:11])[C:7]=1[C:8]([NH2:10])=O.[H-].[Al+3].[Li+].[H-].[H-].[H-].Cl.[OH-].[K+]. (3) Given the product [CH2:1]([N:3]([CH2:29][CH3:30])[C:4](=[O:28])[C:5]1[CH:10]=[CH:9][C:8]([CH:11]([N:20]2[C:24]([CH3:25])=[C:23]([C:35]3[CH:36]=[CH:37][C:32]([F:31])=[CH:33][CH:34]=3)[C:22]([CH3:27])=[N:21]2)[C:12]2[CH:17]=[CH:16][CH:15]=[C:14]([O:18][CH3:19])[CH:13]=2)=[CH:7][CH:6]=1)[CH3:2], predict the reactants needed to synthesize it. The reactants are: [CH2:1]([N:3]([CH2:29][CH3:30])[C:4](=[O:28])[C:5]1[CH:10]=[CH:9][C:8]([CH:11]([N:20]2[C:24]([CH3:25])=[C:23](I)[C:22]([CH3:27])=[N:21]2)[C:12]2[CH:17]=[CH:16][CH:15]=[C:14]([O:18][CH3:19])[CH:13]=2)=[CH:7][CH:6]=1)[CH3:2].[F:31][C:32]1[CH:37]=[CH:36][C:35](B(O)O)=[CH:34][CH:33]=1.C([O-])([O-])=O.[Na+].[Na+]. (4) Given the product [CH3:31][S:32]([N:3]1[CH2:9][CH2:8][CH2:7][CH2:6][CH:5]([NH:10][C:11]([NH:13][C:14]2[N:15]=[C:16]3[CH:22]=[CH:21][N:20]([CH2:23][O:24][CH2:25][CH2:26][Si:27]([CH3:30])([CH3:29])[CH3:28])[C:17]3=[N:18][CH:19]=2)=[O:12])[CH2:4]1)(=[O:34])=[O:33], predict the reactants needed to synthesize it. The reactants are: Cl.Cl.[NH:3]1[CH2:9][CH2:8][CH2:7][CH2:6][CH:5]([NH:10][C:11]([NH:13][C:14]2[N:15]=[C:16]3[CH:22]=[CH:21][N:20]([CH2:23][O:24][CH2:25][CH2:26][Si:27]([CH3:30])([CH3:29])[CH3:28])[C:17]3=[N:18][CH:19]=2)=[O:12])[CH2:4]1.[CH3:31][S:32](Cl)(=[O:34])=[O:33]. (5) The reactants are: Cl.[Br:2][C:3]1[CH:8]=[CH:7][N:6]=[C:5]([NH:9][CH:10]=[N:11]O)[CH:4]=1.FC(F)(F)C(OC(=O)C(F)(F)F)=O. Given the product [Br:2][C:3]1[CH:8]=[CH:7][N:6]2[N:11]=[CH:10][N:9]=[C:5]2[CH:4]=1, predict the reactants needed to synthesize it. (6) Given the product [CH3:24][C:23]1[CH:22]=[C:21]([CH3:25])[NH:20][C:19](=[O:26])[C:18]=1[CH2:17][NH:16][C:14]([C:4]1[C:5]2[CH:10]=[N:9][N:8]([CH:11]([CH3:13])[CH3:12])[C:6]=2[N:7]=[C:2]([C:32]2[CH:33]=[CH:34][C:29]([CH2:28][OH:27])=[CH:30][CH:31]=2)[CH:3]=1)=[O:15], predict the reactants needed to synthesize it. The reactants are: Br[C:2]1[CH:3]=[C:4]([C:14]([NH:16][CH2:17][C:18]2[C:19](=[O:26])[NH:20][C:21]([CH3:25])=[CH:22][C:23]=2[CH3:24])=[O:15])[C:5]2[CH:10]=[N:9][N:8]([CH:11]([CH3:13])[CH3:12])[C:6]=2[N:7]=1.[OH:27][CH2:28][C:29]1[CH:34]=[CH:33][C:32](B(O)O)=[CH:31][CH:30]=1.C([O-])([O-])=O.[Na+].[Na+].CCOC(C)=O. (7) Given the product [C:11]([O:10][C:8]([NH:7][CH2:6][CH2:5][CH:4]([C:15]1[CH:20]=[CH:19][C:18]([Cl:21])=[C:17]([Cl:22])[CH:16]=1)[C:3]([OH:23])=[O:2])=[O:9])([CH3:14])([CH3:12])[CH3:13], predict the reactants needed to synthesize it. The reactants are: C[O:2][C:3](=[O:23])[CH:4]([C:15]1[CH:20]=[CH:19][C:18]([Cl:21])=[C:17]([Cl:22])[CH:16]=1)[CH2:5][CH2:6][NH:7][C:8]([O:10][C:11]([CH3:14])([CH3:13])[CH3:12])=[O:9].O.[OH-].[Li+]. (8) Given the product [CH3:26][S:23]([C:17]1[CH:16]=[C:15]2[C:20]([CH2:21][CH2:22][CH:13]([CH2:12][N:27]3[CH2:32][CH2:31][O:30][CH2:29][CH2:28]3)[O:14]2)=[CH:19][CH:18]=1)(=[O:24])=[O:25], predict the reactants needed to synthesize it. The reactants are: CC1C=CC(S(O[CH2:12][CH:13]2[CH2:22][CH2:21][C:20]3[C:15](=[CH:16][C:17]([S:23]([CH3:26])(=[O:25])=[O:24])=[CH:18][CH:19]=3)[O:14]2)(=O)=O)=CC=1.[NH:27]1[CH2:32][CH2:31][O:30][CH2:29][CH2:28]1. (9) Given the product [CH:1]1([CH2:4][O:5][CH2:6][CH2:7][N:8]([CH3:18])[C:9]2[N:10]=[CH:11][C:12]([NH:15][C:30]([C:28]3[N:29]=[C:25]([C:19]4[CH:24]=[CH:23][CH:22]=[CH:21][CH:20]=4)[O:26][C:27]=3[C:33]([F:35])([F:36])[F:34])=[O:31])=[CH:13][CH:14]=2)[CH2:3][CH2:2]1, predict the reactants needed to synthesize it. The reactants are: [CH:1]1([CH2:4][O:5][CH2:6][CH2:7][N:8]([CH3:18])[C:9]2[CH:14]=[CH:13][C:12]([N+:15]([O-])=O)=[CH:11][N:10]=2)[CH2:3][CH2:2]1.[C:19]1([C:25]2[O:26][C:27]([C:33]([F:36])([F:35])[F:34])=[C:28]([C:30](O)=[O:31])[N:29]=2)[CH:24]=[CH:23][CH:22]=[CH:21][CH:20]=1.CCN(CC)CC.F[P-](F)(F)(F)(F)F.N1(O[P+](N(C)C)(N(C)C)N(C)C)C2C=CC=CC=2N=N1. (10) Given the product [S:20]1[CH:24]=[C:23]([CH2:25][N:1]2[CH2:2][CH2:3][CH:4]([O:7][C:8]3[C:9]([C:14]4[CH:19]=[CH:18][N:17]=[CH:16][CH:15]=4)=[N:10][CH:11]=[CH:12][CH:13]=3)[CH2:5][CH2:6]2)[N:22]=[CH:21]1, predict the reactants needed to synthesize it. The reactants are: [NH:1]1[CH2:6][CH2:5][CH:4]([O:7][C:8]2[C:9]([C:14]3[CH:19]=[CH:18][N:17]=[CH:16][CH:15]=3)=[N:10][CH:11]=[CH:12][CH:13]=2)[CH2:3][CH2:2]1.[S:20]1[CH:24]=[C:23]([CH:25]=O)[N:22]=[CH:21]1.[Na].C(=O)([O-])O.[Na+].